Dataset: CYP2D6 inhibition data for predicting drug metabolism from PubChem BioAssay. Task: Regression/Classification. Given a drug SMILES string, predict its absorption, distribution, metabolism, or excretion properties. Task type varies by dataset: regression for continuous measurements (e.g., permeability, clearance, half-life) or binary classification for categorical outcomes (e.g., BBB penetration, CYP inhibition). Dataset: cyp2d6_veith. The molecule is COc1ccccc1NC(=O)[C@H](COCc1ccccc1)NC(=O)OC(C)(C)C. The result is 0 (non-inhibitor).